This data is from Full USPTO retrosynthesis dataset with 1.9M reactions from patents (1976-2016). The task is: Predict the reactants needed to synthesize the given product. The reactants are: [N:1]1([C:7]2[C:8]3[CH:35]=[CH:34][N:33]([CH2:36][C:37]([F:40])([F:39])[F:38])[C:9]=3[N:10]=[C:11]([C:13]3[CH:18]=[CH:17][C:16]([NH:19][C:20]([NH:22][C:23]4[CH:32]=[CH:31][C:26]([C:27]([O:29]C)=[O:28])=[CH:25][CH:24]=4)=[O:21])=[CH:15][CH:14]=3)[N:12]=2)[CH2:6][CH2:5][O:4][CH2:3][CH2:2]1.[OH-].[Na+]. Given the product [F:39][C:37]([F:38])([F:40])[CH2:36][N:33]1[C:9]2[N:10]=[C:11]([C:13]3[CH:14]=[CH:15][C:16]([NH:19][C:20]([NH:22][C:23]4[CH:32]=[CH:31][C:26]([C:27]([OH:29])=[O:28])=[CH:25][CH:24]=4)=[O:21])=[CH:17][CH:18]=3)[N:12]=[C:7]([N:1]3[CH2:2][CH2:3][O:4][CH2:5][CH2:6]3)[C:8]=2[CH:35]=[CH:34]1, predict the reactants needed to synthesize it.